This data is from Reaction yield outcomes from USPTO patents with 853,638 reactions. The task is: Predict the reaction yield, written as a fraction of the theoretical maximum amount of product (1.0 means a 100% yield; for example, 0.34 means a 34% yield). (1) The reactants are [CH2:1]([O:3][C:4]([C:6]1([NH:11][C:12]([CH:14]2[NH:18][CH2:17][CH:16]([O:19][C:20](=[O:30])[C:21]3[CH:26]=[CH:25][C:24]([N+:27]([O-:29])=[O:28])=[CH:23][CH:22]=3)[CH2:15]2)=[O:13])[CH2:8][CH:7]1[CH:9]=[CH2:10])=[O:5])[CH3:2].[C:31]([O-:34])(O)=O.[Na+].C(Cl)(Cl)=O.C1(C)C=CC=CC=1.[CH2:47]([NH:54][CH2:55][C:56]1[CH:61]=[CH:60][C:59]([O:62][CH3:63])=[CH:58][CH:57]=1)[CH2:48][CH2:49][CH2:50][CH:51]=[CH:52][CH3:53]. The catalyst is C1COCC1. The yield is 0.900. The product is [CH2:1]([O:3][C:4]([C:6]1([NH:11][C:12]([CH:14]2[N:18]([C:31](=[O:34])[N:54]([CH2:47][CH2:48][CH2:49][CH2:50][CH2:51][CH:52]=[CH2:53])[CH2:55][C:56]3[CH:61]=[CH:60][C:59]([O:62][CH3:63])=[CH:58][CH:57]=3)[CH2:17][CH:16]([O:19][C:20](=[O:30])[C:21]3[CH:22]=[CH:23][C:24]([N+:27]([O-:29])=[O:28])=[CH:25][CH:26]=3)[CH2:15]2)=[O:13])[CH2:8][CH:7]1[CH:9]=[CH2:10])=[O:5])[CH3:2]. (2) The reactants are [CH3:1][N:2]1[C:11]2[CH:10]=[CH:9][CH:8]=[CH:7][C:6]=2[CH:5]2[NH:12][CH2:13][CH2:14][CH:4]2[CH:3]1[C:15]1[CH:20]=[CH:19][CH:18]=[CH:17][CH:16]=1.[C:21]([NH:29][C@@H:30]1[CH2:35][CH2:34][CH2:33][CH2:32][C@@H:31]1[C:36](O)=[O:37])(=[O:28])[C:22]1[CH:27]=[CH:26][CH:25]=[CH:24][CH:23]=1.CCN=C=NCCCN(C)C.C1C=CC2N(O)N=NC=2C=1.C(=O)([O-])O.[Na+]. The catalyst is O1CCCC1.C(#N)C. The product is [CH3:1][N:2]1[C:11]2[CH:10]=[CH:9][CH:8]=[CH:7][C:6]=2[C@@H:5]2[N:12]([C:36]([C@H:31]3[CH2:32][CH2:33][CH2:34][CH2:35][C@H:30]3[NH:29][C:21](=[O:28])[C:22]3[CH:23]=[CH:24][CH:25]=[CH:26][CH:27]=3)=[O:37])[CH2:13][CH2:14][C@@H:4]2[C@@H:3]1[C:15]1[CH:20]=[CH:19][CH:18]=[CH:17][CH:16]=1. The yield is 0.840. (3) The reactants are Br[C:2]1[CH:3]=[N:4][CH:5]=[CH:6][CH:7]=1.CC(C)([O-])C.[Na+].C1COCC1.Cl.Cl.[NH2:21][CH2:22][CH2:23][NH:24][C@:25]12[CH2:60][CH2:59][C@@H:58]([C:61]([CH3:63])=[CH2:62])[C@@H:26]1[C@@H:27]1[C@@:40]([CH3:43])([CH2:41][CH2:42]2)[C@@:39]2([CH3:44])[C@@H:30]([C@:31]3([CH3:57])[C@@H:36]([CH2:37][CH2:38]2)[C:35]([CH3:46])([CH3:45])[C:34]([C:47]2[CH:56]=[CH:55][C:50]([C:51]([O:53]C)=[O:52])=[CH:49][CH:48]=2)=[CH:33][CH2:32]3)[CH2:29][CH2:28]1.O.[OH-].[Li+].C(O)(C(F)(F)F)=O. The catalyst is COCCOC.C([O-])(=O)C.[Pd+2].C([O-])(=O)C.CO.O. The product is [CH3:43][C@:40]12[C@@:39]3([CH3:44])[C@@H:30]([C@:31]4([CH3:57])[C@@H:36]([CH2:37][CH2:38]3)[C:35]([CH3:45])([CH3:46])[C:34]([C:47]3[CH:56]=[CH:55][C:50]([C:51]([OH:53])=[O:52])=[CH:49][CH:48]=3)=[CH:33][CH2:32]4)[CH2:29][CH2:28][C@@H:27]1[C@H:26]1[C@H:58]([C:61]([CH3:63])=[CH2:62])[CH2:59][CH2:60][C@:25]1([NH:24][CH2:23][CH2:22][NH:21][C:2]1[CH:3]=[N:4][CH:5]=[CH:6][CH:7]=1)[CH2:42][CH2:41]2. The yield is 0.575.